This data is from Forward reaction prediction with 1.9M reactions from USPTO patents (1976-2016). The task is: Predict the product of the given reaction. Given the reactants [CH2:1]=[C:2]1[O:6][C:4](=[O:5])[CH2:3]1.[CH:7]1([NH:13][C:14]2[CH:23]=[C:22]3[C:17]([C:18](=[O:35])[C:19]([O:29][CH2:30][C:31](=[N:33][OH:34])[NH2:32])=[CH:20][N:21]3[CH:24]3[CH2:28][CH2:27][CH2:26][CH2:25]3)=[CH:16][C:15]=2[F:36])[CH2:12][CH2:11][CH2:10][CH2:9][CH2:8]1, predict the reaction product. The product is: [C:4]([O:34][N:33]=[C:31]([NH2:32])[CH2:30][O:29][C:19]1[C:18](=[O:35])[C:17]2[C:22](=[CH:23][C:14]([NH:13][CH:7]3[CH2:12][CH2:11][CH2:10][CH2:9][CH2:8]3)=[C:15]([F:36])[CH:16]=2)[N:21]([CH:24]2[CH2:28][CH2:27][CH2:26][CH2:25]2)[CH:20]=1)(=[O:5])[CH2:3][C:2]([CH3:1])=[O:6].